This data is from Forward reaction prediction with 1.9M reactions from USPTO patents (1976-2016). The task is: Predict the product of the given reaction. (1) Given the reactants [N:1]1([C:7]([O:9][CH2:10][C:11]2[CH:16]=[CH:15][CH:14]=[CH:13][CH:12]=2)=[O:8])[CH2:6][CH2:5][NH:4][CH2:3][CH2:2]1.ClC[CH2:19][C:20](=[O:22])[CH3:21].C(=O)([O-])[O-].[K+].[K+], predict the reaction product. The product is: [C:20]([CH2:21][N:4]1[CH2:5][CH2:6][N:1]([C:7]([O:9][CH2:10][C:11]2[CH:16]=[CH:15][CH:14]=[CH:13][CH:12]=2)=[O:8])[CH2:2][CH2:3]1)(=[O:22])[CH3:19]. (2) Given the reactants [CH3:1][O:2][C:3]1[CH:4]=[C:5]([CH:8]=[CH:9][C:10]=1[O:11][CH2:12][CH2:13][O:14][CH3:15])[CH:6]=[O:7].[N+:16]([O-])([OH:18])=[O:17].[N+]([O-])([O-])=O.[K+], predict the reaction product. The product is: [CH3:1][O:2][C:3]1[C:10]([O:11][CH2:12][CH2:13][O:14][CH3:15])=[CH:9][C:8]([N+:16]([O-:18])=[O:17])=[C:5]([CH:4]=1)[CH:6]=[O:7]. (3) Given the reactants C(Cl)Cl.[Cl:4][C:5]1[C:6]([CH:12]([S:21]([C:24]2[CH:29]=[CH:28][C:27]([Cl:30])=[CH:26][CH:25]=2)(=[O:23])=[O:22])[C:13]2[CH:18]=[C:17]([F:19])[CH:16]=[CH:15][C:14]=2[F:20])=[CH:7][C:8]([NH2:11])=[N:9][CH:10]=1.N1C=CC=CC=1.Cl[S:38]([CH2:41][C:42]([O:44][CH2:45][CH3:46])=[O:43])(=[O:40])=[O:39], predict the reaction product. The product is: [Cl:4][C:5]1[C:6]([CH:12]([S:21]([C:24]2[CH:29]=[CH:28][C:27]([Cl:30])=[CH:26][CH:25]=2)(=[O:23])=[O:22])[C:13]2[CH:18]=[C:17]([F:19])[CH:16]=[CH:15][C:14]=2[F:20])=[CH:7][C:8]([NH:11][S:38]([CH2:41][C:42]([O:44][CH2:45][CH3:46])=[O:43])(=[O:40])=[O:39])=[N:9][CH:10]=1. (4) Given the reactants [Cl-].O[NH3+:3].[C:4](=[O:7])([O-])[OH:5].[Na+].CS(C)=O.[Br:13][C:14]1[CH:15]=[C:16]([C:22](=[O:52])[CH2:23][N:24]2[C:29](=[O:30])[C:28]3[CH:31]=[C:32]([CH2:34][CH3:35])[S:33][C:27]=3[N:26]([CH2:36][C:37]3[CH:42]=[CH:41][C:40]([C:43]4[C:44]([C:49]#[N:50])=[CH:45][CH:46]=[CH:47][CH:48]=4)=[CH:39][CH:38]=3)[C:25]2=[O:51])[CH:17]=[CH:18][C:19]=1[O:20][CH3:21], predict the reaction product. The product is: [Br:13][C:14]1[CH:15]=[C:16]([C:22](=[O:52])[CH2:23][N:24]2[C:29](=[O:30])[C:28]3[CH:31]=[C:32]([CH2:34][CH3:35])[S:33][C:27]=3[N:26]([CH2:36][C:37]3[CH:42]=[CH:41][C:40]([C:43]4[CH:48]=[CH:47][CH:46]=[CH:45][C:44]=4[C:49]4[NH:3][C:4](=[O:7])[O:5][N:50]=4)=[CH:39][CH:38]=3)[C:25]2=[O:51])[CH:17]=[CH:18][C:19]=1[O:20][CH3:21]. (5) Given the reactants [Cl:1][C:2]1[CH:8]=[C:7]([O:9][C:10]2[C:11]3[N:18]([CH3:19])[CH:17]=[CH:16][C:12]=3[N:13]=[CH:14][N:15]=2)[CH:6]=[CH:5][C:3]=1[NH2:4].N1C=CC=CC=1.Cl[C:27](OC1C=CC=CC=1)=[O:28].[CH3:36][N:37]1[CH2:42][CH2:41][N:40]([C:43]([C:45]2[CH:51]=[CH:50][C:48]([NH2:49])=[CH:47][C:46]=2[C:52]([F:55])([F:54])[F:53])=[O:44])[CH2:39][CH2:38]1, predict the reaction product. The product is: [Cl:1][C:2]1[CH:8]=[C:7]([O:9][C:10]2[C:11]3[N:18]([CH3:19])[CH:17]=[CH:16][C:12]=3[N:13]=[CH:14][N:15]=2)[CH:6]=[CH:5][C:3]=1[NH:4][C:27]([NH:49][C:48]1[CH:50]=[CH:51][C:45]([C:43]([N:40]2[CH2:41][CH2:42][N:37]([CH3:36])[CH2:38][CH2:39]2)=[O:44])=[C:46]([C:52]([F:55])([F:53])[F:54])[CH:47]=1)=[O:28]. (6) Given the reactants C([N:8]1[CH2:13][C:12]([CH3:15])([CH3:14])[O:11][CH2:10][CH:9]1[C:16]1([OH:19])[CH2:18][CH2:17]1)C1C=CC=CC=1, predict the reaction product. The product is: [CH3:14][C:12]1([CH3:15])[CH2:13][NH:8][CH:9]([C:16]2([OH:19])[CH2:18][CH2:17]2)[CH2:10][O:11]1. (7) Given the reactants [C:1]1([CH2:7][CH2:8][CH:9]=[CH2:10])[CH:6]=[CH:5][CH:4]=[CH:3][CH:2]=1.[CH3:11][C:12]1[CH2:17][CH2:16][CH2:15][C:14](=[O:18])[CH:13]=1.C[Si](Cl)(C)C, predict the reaction product. The product is: [CH3:11][C:12]1([CH2:10][CH2:9][CH2:8][CH2:7][C:1]2[CH:6]=[CH:5][CH:4]=[CH:3][CH:2]=2)[CH:17]=[CH:16][CH2:15][C:14](=[O:18])[CH2:13]1.